Dataset: Full USPTO retrosynthesis dataset with 1.9M reactions from patents (1976-2016). Task: Predict the reactants needed to synthesize the given product. (1) Given the product [Cl:38][C:35]1[CH:34]=[CH:33][C:32]([C:28]2[N:29]=[C:30]([CH3:31])[N:26]([CH2:25][CH2:24][C:23]([NH:22][CH2:21][CH:20]([C:11]3[C:12]4[O:17][CH2:16][C:15](=[O:18])[NH:14][C:13]=4[CH:19]=[C:9]([OH:8])[CH:10]=3)[OH:41])([CH3:39])[CH3:40])[N:27]=2)=[CH:37][CH:36]=1, predict the reactants needed to synthesize it. The reactants are: C([O:8][C:9]1[CH:10]=[C:11]([CH:20]([OH:41])[CH2:21][NH:22][C:23]([CH3:40])([CH3:39])[CH2:24][CH2:25][N:26]2[C:30]([CH3:31])=[N:29][C:28]([C:32]3[CH:37]=[CH:36][C:35]([Cl:38])=[CH:34][CH:33]=3)=[N:27]2)[C:12]2[O:17][CH2:16][C:15](=[O:18])[NH:14][C:13]=2[CH:19]=1)C1C=CC=CC=1.C(OC1C=C(C(=O)C(OCC)O)C2OCC(=O)NC=2C=1)C1C=CC=CC=1.ClC1C=CC(C2N=C(C)N(CCC(N)(C)C)N=2)=CC=1. (2) Given the product [N:16]1([CH2:15][C@@H:11]2[CH2:12][CH2:13][CH2:14][N:10]2[C:8]([C:5]2[CH:6]=[CH:7][C:2]([O:1][CH2:22][CH2:23][CH2:24][C:25]([F:28])([F:27])[F:26])=[CH:3][CH:4]=2)=[O:9])[CH2:17][CH2:18][CH2:19][CH2:20]1, predict the reactants needed to synthesize it. The reactants are: [OH:1][C:2]1[CH:7]=[CH:6][C:5]([C:8]([N:10]2[CH2:14][CH2:13][CH2:12][C@H:11]2[CH2:15][N:16]2[CH2:20][CH2:19][CH2:18][CH2:17]2)=[O:9])=[CH:4][CH:3]=1.Br[CH2:22][CH2:23][CH2:24][C:25]([F:28])([F:27])[F:26]. (3) Given the product [C:22]([C:24]1[CH:25]=[CH:26][C:27]([NH:30][C:31]([N:19]2[CH:20]=[CH:21][C:17]([C:9]3[S:8][C:7]([NH:6][CH:1]4[CH2:2][CH2:3][CH2:4][CH2:5]4)=[C:11]4[C:12](=[O:16])[CH2:13][CH2:14][CH2:15][C:10]=34)=[N:18]2)=[O:32])=[CH:28][CH:29]=1)#[N:23], predict the reactants needed to synthesize it. The reactants are: [CH:1]1([NH:6][C:7]2[S:8][C:9]([C:17]3[CH:21]=[CH:20][NH:19][N:18]=3)=[C:10]3[CH2:15][CH2:14][CH2:13][C:12](=[O:16])[C:11]=23)[CH2:5][CH2:4][CH2:3][CH2:2]1.[C:22]([C:24]1[CH:29]=[CH:28][C:27]([N:30]=[C:31]=[O:32])=[CH:26][CH:25]=1)#[N:23].